From a dataset of Peptide-MHC class I binding affinity with 185,985 pairs from IEDB/IMGT. Regression. Given a peptide amino acid sequence and an MHC pseudo amino acid sequence, predict their binding affinity value. This is MHC class I binding data. (1) The peptide sequence is SLQTIASKK. The MHC is HLA-B07:02 with pseudo-sequence HLA-B07:02. The binding affinity (normalized) is 0. (2) The peptide sequence is VVAIDYRHY. The MHC is Mamu-B01 with pseudo-sequence Mamu-B01. The binding affinity (normalized) is 0. (3) The peptide sequence is IGKMNKHYK. The MHC is HLA-A31:01 with pseudo-sequence HLA-A31:01. The binding affinity (normalized) is 0.530.